This data is from Forward reaction prediction with 1.9M reactions from USPTO patents (1976-2016). The task is: Predict the product of the given reaction. (1) Given the reactants Br[C:2]1[CH:3]=[C:4]2[C:24]([C:25]([CH3:28])([CH3:27])[CH:26]=1)=[C:7]1[N:8]=[C:9]3[C:14](=[CH:15][C:6]1=[CH:5]2)[C:13]1[CH:16]=[CH:17][CH:18]=[CH:19][C:12]=1[C:11]1[CH:20]=[CH:21][CH:22]=[CH:23][C:10]3=1.[B:29]1([B:29]2[O:33][C:32]([CH3:35])([CH3:34])[C:31]([CH3:37])([CH3:36])[O:30]2)[O:33][C:32]([CH3:35])([CH3:34])[C:31]([CH3:37])([CH3:36])[O:30]1.C([O-])(=O)C.[K+], predict the reaction product. The product is: [CH3:36][C:31]1([CH3:37])[C:32]([CH3:35])([CH3:34])[O:33][BH:29][O:30]1.[CH3:27][C:25]1([CH3:28])[C:24]2[C:4]([CH:5]=[C:6]3[CH:15]=[C:14]4[C:9]([C:10]5[CH:23]=[CH:22][CH:21]=[CH:20][C:11]=5[C:12]5[CH:19]=[CH:18][CH:17]=[CH:16][C:13]=54)=[N:8][C:7]3=2)=[CH:3][CH:2]=[CH:26]1. (2) Given the reactants [CH3:1][C:2]1([CH3:11])[CH2:7][NH:6][CH:5]([C:8]([NH2:10])=[O:9])[CH2:4][CH2:3]1.[CH:12](=O)[C:13]1[CH:18]=[CH:17][CH:16]=[CH:15][CH:14]=1.C(O[BH-](OC(=O)C)OC(=O)C)(=O)C.[Na+], predict the reaction product. The product is: [CH2:12]([N:6]1[CH2:7][C:2]([CH3:11])([CH3:1])[CH2:3][CH2:4][CH:5]1[C:8]([NH2:10])=[O:9])[C:13]1[CH:18]=[CH:17][CH:16]=[CH:15][CH:14]=1.